From a dataset of Reaction yield outcomes from USPTO patents with 853,638 reactions. Predict the reaction yield, written as a fraction of the theoretical maximum amount of product (1.0 means a 100% yield; for example, 0.34 means a 34% yield). The reactants are I[C:2]1[CH:3]=[C:4]2[C:8](=[CH:9][CH:10]=1)[N:7]([C:11]([O:13][C:14]([CH3:17])([CH3:16])[CH3:15])=[O:12])[CH:6]=[CH:5]2.[NH:18]1[CH2:22][CH2:21][CH2:20][C:19]1=[O:23].C(=O)([O-])[O-].[Cs+].[Cs+]. The catalyst is O1CCOCC1.C1C=CC(/C=C/C(/C=C/C2C=CC=CC=2)=O)=CC=1.C1C=CC(/C=C/C(/C=C/C2C=CC=CC=2)=O)=CC=1.C1C=CC(/C=C/C(/C=C/C2C=CC=CC=2)=O)=CC=1.C(Cl)(Cl)Cl.[Pd].[Pd]. The product is [O:23]=[C:19]1[CH2:20][CH2:21][CH2:22][N:18]1[C:2]1[CH:3]=[C:4]2[C:8](=[CH:9][CH:10]=1)[N:7]([C:11]([O:13][C:14]([CH3:17])([CH3:16])[CH3:15])=[O:12])[CH:6]=[CH:5]2. The yield is 0.610.